This data is from Full USPTO retrosynthesis dataset with 1.9M reactions from patents (1976-2016). The task is: Predict the reactants needed to synthesize the given product. (1) Given the product [CH:17]1([C:9]2[NH:8][C:3]3=[N:4][CH:5]=[CH:6][CH:7]=[C:2]3[CH:1]=2)[CH2:18][CH2:19]1, predict the reactants needed to synthesize it. The reactants are: [CH3:1][C:2]1[C:3]([NH:8][C:9](=O)OC(C)(C)C)=[N:4][CH:5]=[CH:6][CH:7]=1.C([Li])[CH2:17][CH2:18][CH3:19].CN(OC)C(C1CC1)=O.Cl. (2) Given the product [OH:1][C:2]1[CH:11]=[C:10]([O:12][CH2:35][CH2:34][O:33][CH3:32])[CH:9]=[CH:8][C:3]=1[C:4]([O:6][CH3:7])=[O:5], predict the reactants needed to synthesize it. The reactants are: [OH:1][C:2]1[CH:11]=[C:10]([OH:12])[CH:9]=[CH:8][C:3]=1[C:4]([O:6][CH3:7])=[O:5].C1(P(C2C=CC=CC=2)C2C=CC=CC=2)C=CC=CC=1.[CH3:32][O:33][CH2:34][CH2:35]O.N(C(OCC)=O)=NC(OCC)=O. (3) The reactants are: C[O:2][C:3](=[O:32])[CH2:4][O:5][C:6]1[CH:15]=[CH:14][C:13]2[C:8](=[CH:9][CH:10]=[C:11]([NH:16][C:17]([C:19]3[C:23]4[CH:24]=[CH:25][CH:26]=[CH:27][C:22]=4[O:21][C:20]=3[CH2:28][CH2:29][CH2:30][CH3:31])=[O:18])[CH:12]=2)[CH:7]=1.[OH-].[Na+:34]. Given the product [Na+:34].[CH2:28]([C:20]1[O:21][C:22]2[CH:27]=[CH:26][CH:25]=[CH:24][C:23]=2[C:19]=1[C:17]([NH:16][C:11]1[CH:12]=[C:13]2[C:8](=[CH:9][CH:10]=1)[CH:7]=[C:6]([O:5][CH2:4][C:3]([O-:32])=[O:2])[CH:15]=[CH:14]2)=[O:18])[CH2:29][CH2:30][CH3:31], predict the reactants needed to synthesize it. (4) Given the product [CH3:43][N:13]1[C:14]([C:15]([F:18])([F:17])[F:16])=[C:10]([CH2:9][C:6]2[CH:5]=[CH:4][C:3]([S:2][CH3:1])=[CH:8][CH:7]=2)[C:11]([O:19][C@@H:20]2[O:37][C@H:36]([CH2:38][O:39][C:40](=[O:42])[CH3:41])[C@@H:31]([O:32][C:33](=[O:35])[CH3:34])[C@H:26]([O:27][C:28](=[O:30])[CH3:29])[C@H:21]2[O:22][C:23](=[O:25])[CH3:24])=[N:12]1, predict the reactants needed to synthesize it. The reactants are: [CH3:1][S:2][C:3]1[CH:8]=[CH:7][C:6]([CH2:9][C:10]2[C:11]([O:19][C@@H:20]3[O:37][C@H:36]([CH2:38][O:39][C:40](=[O:42])[CH3:41])[C@@H:31]([O:32][C:33](=[O:35])[CH3:34])[C@H:26]([O:27][C:28](=[O:30])[CH3:29])[C@H:21]3[O:22][C:23](=[O:25])[CH3:24])=[N:12][NH:13][C:14]=2[C:15]([F:18])([F:17])[F:16])=[CH:5][CH:4]=1.[C:43](=O)([O-])[O-].[K+].[K+].IC. (5) Given the product [CH3:1][C:2]1[CH:7]=[C:6]([O:8][CH3:9])[C:5]([N+:14]([O-:16])=[O:15])=[CH:4][C:3]=1[NH:10][C:11](=[O:13])[CH3:12], predict the reactants needed to synthesize it. The reactants are: [CH3:1][C:2]1[CH:7]=[C:6]([O:8][CH3:9])[CH:5]=[CH:4][C:3]=1[NH:10][C:11](=[O:13])[CH3:12].[N+:14]([O-])([O-:16])=[O:15].[K+]. (6) Given the product [CH2:28]([C:2]1[C:10]2[C:9](=[O:11])[N:8]([CH2:12][O:13][CH2:14][CH2:15][Si:16]([CH3:19])([CH3:18])[CH3:17])[N:7]=[CH:6][C:5]=2[N:4]([CH2:20][O:21][CH2:22][CH2:23][Si:24]([CH3:27])([CH3:26])[CH3:25])[CH:3]=1)[CH2:29][CH3:30], predict the reactants needed to synthesize it. The reactants are: Br[C:2]1[C:10]2[C:9](=[O:11])[N:8]([CH2:12][O:13][CH2:14][CH2:15][Si:16]([CH3:19])([CH3:18])[CH3:17])[N:7]=[CH:6][C:5]=2[N:4]([CH2:20][O:21][CH2:22][CH2:23][Si:24]([CH3:27])([CH3:26])[CH3:25])[CH:3]=1.[CH2:28](B(O)O)[CH2:29][CH3:30].P([O-])([O-])([O-])=O.[K+].[K+].[K+].C(P(C12CC3CC(CC(C3)C1)C2)C12CC3CC(CC(C3)C1)C2)CCC.